Dataset: Full USPTO retrosynthesis dataset with 1.9M reactions from patents (1976-2016). Task: Predict the reactants needed to synthesize the given product. (1) Given the product [CH3:1][O:2][C:3](=[O:12])[C:4]1[CH:9]=[CH:8][C:7]([C:13]#[N:14])=[C:6]([NH2:11])[CH:5]=1, predict the reactants needed to synthesize it. The reactants are: [CH3:1][O:2][C:3](=[O:12])[C:4]1[CH:9]=[CH:8][C:7](Br)=[C:6]([NH2:11])[CH:5]=1.[CH3:13][N:14](C=O)C. (2) The reactants are: O=C1N(P(Cl)(N2CCOC2=O)=O)CCO1.[Cl:16][CH2:17][CH2:18][O:19][CH:20]([C:24]1[CH:29]=[CH:28][C:27]([F:30])=[CH:26][CH:25]=1)[C:21]([OH:23])=O.[C:31]([O:35][C:36]([CH3:39])([CH3:38])[CH3:37])(=[O:34])[NH:32][NH2:33].[Cl-].[NH4+]. Given the product [Cl:16][CH2:17][CH2:18][O:19][CH:20]([C:24]1[CH:29]=[CH:28][C:27]([F:30])=[CH:26][CH:25]=1)[C:21]([NH:33][NH:32][C:31]([O:35][C:36]([CH3:39])([CH3:38])[CH3:37])=[O:34])=[O:23], predict the reactants needed to synthesize it.